This data is from Full USPTO retrosynthesis dataset with 1.9M reactions from patents (1976-2016). The task is: Predict the reactants needed to synthesize the given product. (1) Given the product [C:1]([N:8]1[CH2:9][CH2:10][C:11]([CH2:14][NH:15][S:30]([CH3:29])(=[O:32])=[O:31])([CH:16]2[CH2:21][CH2:20][CH2:19][CH2:18][CH2:17]2)[CH2:12][CH2:13]1)([O:3][C:4]([CH3:6])([CH3:7])[CH3:5])=[O:2], predict the reactants needed to synthesize it. The reactants are: [C:1]([N:8]1[CH2:13][CH2:12][C:11]([CH:16]2[CH2:21][CH2:20][CH2:19][CH2:18][CH2:17]2)([CH2:14][NH2:15])[CH2:10][CH2:9]1)([O:3][C:4]([CH3:7])([CH3:6])[CH3:5])=[O:2].C(N(CC)CC)C.[CH3:29][S:30](Cl)(=[O:32])=[O:31]. (2) Given the product [Cl:1][C:2]1[CH:29]=[CH:28][C:5]([CH2:6][N:7]2[C:12](=[O:13])[C:11]([C:14]([O:16][CH:30]([CH3:32])[CH3:31])=[O:15])=[N:10][N:9]([C:17]3[CH:22]=[CH:21][CH:20]=[C:19]([NH:23][C:24](=[O:26])[CH3:25])[CH:18]=3)[C:8]2=[O:27])=[CH:4][CH:3]=1, predict the reactants needed to synthesize it. The reactants are: [Cl:1][C:2]1[CH:29]=[CH:28][C:5]([CH2:6][N:7]2[C:12](=[O:13])[C:11]([C:14]([OH:16])=[O:15])=[N:10][N:9]([C:17]3[CH:22]=[CH:21][CH:20]=[C:19]([NH:23][C:24](=[O:26])[CH3:25])[CH:18]=3)[C:8]2=[O:27])=[CH:4][CH:3]=1.[CH:30](O)([CH3:32])[CH3:31]. (3) Given the product [CH3:1][O:2][CH2:3][CH2:4][N:42]1[CH2:43][CH2:44][CH:39]([NH:38][C:32]2[CH:31]=[C:30]3[C:35](=[CH:34][CH:33]=2)[S:36][C:37]2[C:24]([C:22]4[NH:21][C:20](=[O:45])[CH:19]=[C:18]([N:15]5[CH2:14][CH2:13][O:12][CH2:17][CH2:16]5)[CH:23]=4)=[CH:25][CH:26]=[CH:27][C:28]=2[S:29]3)[CH2:40][CH2:41]1, predict the reactants needed to synthesize it. The reactants are: [CH3:1][O:2][CH2:3][CH2:4]Br.C(=O)([O-])[O-].[K+].[K+].[O:12]1[CH2:17][CH2:16][N:15]([C:18]2[CH:23]=[C:22]([C:24]3[C:37]4[S:36][C:35]5[C:30](=[CH:31][C:32]([NH:38][CH:39]6[CH2:44][CH2:43][NH:42][CH2:41][CH2:40]6)=[CH:33][CH:34]=5)[S:29][C:28]=4[CH:27]=[CH:26][CH:25]=3)[NH:21][C:20](=[O:45])[CH:19]=2)[CH2:14][CH2:13]1.C(OCC)(=O)C. (4) Given the product [CH3:40][O:39][C:37](=[O:38])[CH2:41][CH2:42][S:43]([N:33]1[CH2:34][CH2:35][N:30]([CH2:29][C:14]2[C:15]([C:23]3[CH:24]=[CH:25][CH:26]=[CH:27][CH:28]=3)=[N:16][C:17]3[C:22]([C:13]=2[C:11](=[O:12])[NH:10][C@H:3]([C:4]2[CH:5]=[CH:6][CH:7]=[CH:8][CH:9]=2)[CH:2]([CH3:36])[CH3:1])=[CH:21][CH:20]=[CH:19][CH:18]=3)[CH2:31][CH2:32]1)(=[O:45])=[O:44], predict the reactants needed to synthesize it. The reactants are: [CH3:1][CH:2]([CH3:36])[C@H:3]([NH:10][C:11]([C:13]1[C:22]2[C:17](=[CH:18][CH:19]=[CH:20][CH:21]=2)[N:16]=[C:15]([C:23]2[CH:28]=[CH:27][CH:26]=[CH:25][CH:24]=2)[C:14]=1[CH2:29][N:30]1[CH2:35][CH2:34][NH:33][CH2:32][CH2:31]1)=[O:12])[C:4]1[CH:9]=[CH:8][CH:7]=[CH:6][CH:5]=1.[C:37]([CH2:41][CH2:42][S:43](Cl)(=[O:45])=[O:44])([O:39][CH3:40])=[O:38].C(N(C(C)C)CC)(C)C.